From a dataset of Full USPTO retrosynthesis dataset with 1.9M reactions from patents (1976-2016). Predict the reactants needed to synthesize the given product. Given the product [CH3:6][O:7][C:8]1[CH:9]=[C:10]2[CH2:19][CH:18]([CH2:20][CH:21]3[CH2:22][CH2:23][N:24]([CH2:27][C:28]4[CH:33]=[CH:32][CH:31]=[CH:30][CH:29]=4)[CH2:25][CH2:26]3)[C:16](=[O:17])[C:11]2=[CH:12][C:13]=1[O:14][CH3:15].[S:2]([O-:5])(=[O:4])(=[O:3])[CH3:1], predict the reactants needed to synthesize it. The reactants are: [CH3:1][S:2]([OH:5])(=[O:4])=[O:3].[CH3:6][O:7][C:8]1[CH:9]=[C:10]2[CH2:19][CH:18]([CH2:20][CH:21]3[CH2:26][CH2:25][N:24]([CH2:27][C:28]4[CH:29]=[CH:30][CH:31]=[CH:32][CH:33]=4)[CH2:23][CH2:22]3)[C:16](=[O:17])[C:11]2=[CH:12][C:13]=1[O:14][CH3:15].